Dataset: CYP2C9 inhibition data for predicting drug metabolism from PubChem BioAssay. Task: Regression/Classification. Given a drug SMILES string, predict its absorption, distribution, metabolism, or excretion properties. Task type varies by dataset: regression for continuous measurements (e.g., permeability, clearance, half-life) or binary classification for categorical outcomes (e.g., BBB penetration, CYP inhibition). Dataset: cyp2c9_veith. (1) The compound is COCCn1c(=O)c(C)nc2cnc(N3CCNCC3)nc21. The result is 0 (non-inhibitor). (2) The compound is Cc1ccc(OCCCN2C(=O)C(=O)c3cccc(C)c32)cc1. The result is 1 (inhibitor). (3) The molecule is CCOC(=O)c1c[nH]c2c(C)cc(C)cc2c1=O. The result is 0 (non-inhibitor). (4) The molecule is CCCCCCCC(=O)NNC(=O)CCC(=O)O. The result is 0 (non-inhibitor).